Dataset: Full USPTO retrosynthesis dataset with 1.9M reactions from patents (1976-2016). Task: Predict the reactants needed to synthesize the given product. (1) Given the product [CH:24]1([CH:22]([N:15]2[CH:14]=[C:13]([C:11]3[N:10]4[CH:18]=[CH:19][N:20]=[C:9]4[CH:8]=[C:7]([C:5]4[CH:4]=[N:3][N:2]([CH3:1])[CH:6]=4)[N:12]=3)[CH:17]=[N:16]2)[CH3:21])[CH2:26][CH2:25]1, predict the reactants needed to synthesize it. The reactants are: [CH3:1][N:2]1[CH:6]=[C:5]([C:7]2[N:12]=[C:11]([C:13]3[CH:14]=[N:15][NH:16][CH:17]=3)[N:10]3[CH:18]=[CH:19][N:20]=[C:9]3[CH:8]=2)[CH:4]=[N:3]1.[CH3:21][CH:22]([CH:24]1[CH2:26][CH2:25]1)O.C1(P(C2C=CC=CC=2)C2C=CC=CC=2)C=CC=CC=1.N(C(OCC)=O)=NC(OCC)=O. (2) Given the product [OH:1][C@H:2]1[CH2:7][CH2:6][CH2:5][CH2:4][C@@H:3]1[N:8]1[C:17](=[O:18])[C:16]2[C:11](=[C:12]3[CH:24]=[CH:23][N:25]=[CH:21][C:13]3=[C:14]([CH:19]=[O:20])[CH:15]=2)[N:10]=[CH:9]1, predict the reactants needed to synthesize it. The reactants are: [OH:1][C@H:2]1[CH2:7][CH2:6][CH2:5][CH2:4][C@@H:3]1[N:8]1[C:17](=[O:18])[C:16]2[C:11](=[C:12]3[CH:24]=[CH:23]C=[CH:21][C:13]3=[C:14]([CH:19]=[O:20])[CH:15]=2)[N:10]=[CH:9]1.[NH2:25]C1C2C(=CC=CC=2)C(Br)=CC=1C(OC)=O. (3) Given the product [C:14]1([N:1]([C:31]2[CH:29]=[CH:32][CH:6]=[CH:5][CH:4]=2)[C:2]2[C:11]3[C:6](=[C:7]([NH:12][C:35]4[CH:34]=[CH:37][CH:11]=[CH:2][CH:3]=4)[CH:8]=[CH:9][CH:10]=3)[CH:5]=[CH:4][CH:3]=2)[CH:19]=[CH:18][CH:17]=[CH:16][CH:15]=1, predict the reactants needed to synthesize it. The reactants are: [NH2:1][C:2]1[C:11]2[C:6](=[C:7]([NH2:12])[CH:8]=[CH:9][CH:10]=2)[CH:5]=[CH:4][CH:3]=1.Br[C:14]1[CH:19]=[CH:18][CH:17]=[CH:16][CH:15]=1.C(P([C:29]([CH3:32])([CH3:31])C)C(C)(C)C)(C)(C)C.C[C:34]([CH3:37])([O-])[CH3:35].[Na+]. (4) The reactants are: Cl.O1CCOCC1.[CH2:8]([N:10]([CH2:24][CH2:25][C:26]1[CH:30]=[CH:29][N:28](C2CCCCO2)[N:27]=1)[C:11](=[O:23])[C:12]1[CH:17]=[CH:16][CH:15]=[CH:14][C:13]=1[N:18]1[N:22]=[CH:21][CH:20]=[N:19]1)[CH3:9].C([O-])(O)=O.[Na+]. Given the product [CH2:8]([N:10]([CH2:24][CH2:25][C:26]1[CH:30]=[CH:29][NH:28][N:27]=1)[C:11](=[O:23])[C:12]1[CH:17]=[CH:16][CH:15]=[CH:14][C:13]=1[N:18]1[N:22]=[CH:21][CH:20]=[N:19]1)[CH3:9], predict the reactants needed to synthesize it. (5) Given the product [F:8][C:5]1[N:6]=[CH:7][C:2]([C:17]2[C:16]([CH3:15])=[N:21][CH:20]=[C:19]([NH2:22])[CH:18]=2)=[CH:3][C:4]=1[N:9]1[CH2:14][CH2:13][O:12][CH2:11][CH2:10]1, predict the reactants needed to synthesize it. The reactants are: Br[C:2]1[CH:3]=[C:4]([N:9]2[CH2:14][CH2:13][O:12][CH2:11][CH2:10]2)[C:5]([F:8])=[N:6][CH:7]=1.[CH3:15][C:16]1[N:21]=[CH:20][C:19]([NH2:22])=[CH:18][C:17]=1B1OC(C)(C)C(C)(C)O1. (6) Given the product [F:31][CH2:30][O:18][C:15]1[CH:16]=[CH:17][C:12]([C:10]2[N:11]=[C:5]3[CH:4]=[C:3]([NH:2][CH3:1])[CH:8]=[CH:7][N:6]3[CH:9]=2)=[CH:13][CH:14]=1, predict the reactants needed to synthesize it. The reactants are: [CH3:1][NH:2][C:3]1[CH:8]=[CH:7][N:6]2[CH:9]=[C:10]([C:12]3[CH:17]=[CH:16][C:15]([OH:18])=[CH:14][CH:13]=3)[N:11]=[C:5]2[CH:4]=1.CC1C=CC(S(O[CH2:30][F:31])(=O)=O)=CC=1. (7) Given the product [F:21][C:22]1[CH:29]=[C:28]([F:30])[CH:27]=[CH:26][C:23]=1[CH2:24][N:12]1[C:13]2[CH:1]=[N:2][C:3]([C:14]([NH:31][OH:32])=[O:16])=[CH:4][C:5]=2[C:6]2[C:11]1=[CH:10][CH:9]=[CH:8][CH:7]=2, predict the reactants needed to synthesize it. The reactants are: [CH:1]1[C:13]2[NH:12][C:11]3[C:6](=[CH:7][CH:8]=[CH:9][CH:10]=3)[C:5]=2[CH:4]=[C:3]([C:14]([O:16]CC)=O)[N:2]=1.[H-].[Na+].[F:21][C:22]1[CH:29]=[C:28]([F:30])[CH:27]=[CH:26][C:23]=1[CH2:24]Br.[NH2:31][OH:32].